This data is from Full USPTO retrosynthesis dataset with 1.9M reactions from patents (1976-2016). The task is: Predict the reactants needed to synthesize the given product. Given the product [C:1]1([C:7]2[NH:8][C:9]([C:30]3[CH:31]=[CH:32][N:33]=[CH:34][CH:35]=3)=[C:10]([C:20]3[CH:21]=[C:22]4[C:26](=[CH:27][CH:28]=3)[C:25](=[O:29])[CH2:24][CH2:23]4)[N:11]=2)[CH:2]=[CH:3][CH:4]=[CH:5][CH:6]=1, predict the reactants needed to synthesize it. The reactants are: [C:1]1([CH:7]2[N:11](COCC[Si](C)(C)C)[C:10]([C:20]3[CH:21]=[C:22]4[C:26](=[CH:27][CH:28]=3)[C:25](=[O:29])[CH2:24][CH2:23]4)=[C:9]([C:30]3[CH:35]=[CH:34][N:33]=[CH:32][CH:31]=3)[NH:8]2)[CH:6]=[CH:5][CH:4]=[CH:3][CH:2]=1.Cl.